Dataset: Peptide-MHC class II binding affinity with 134,281 pairs from IEDB. Task: Regression. Given a peptide amino acid sequence and an MHC pseudo amino acid sequence, predict their binding affinity value. This is MHC class II binding data. (1) The peptide sequence is KEKVYLSWVPAHKGIGGNE. The MHC is HLA-DQA10501-DQB10201 with pseudo-sequence HLA-DQA10501-DQB10201. The binding affinity (normalized) is 0.238. (2) The peptide sequence is NFGKRELKCGDGIFI. The MHC is DRB5_0101 with pseudo-sequence DRB5_0101. The binding affinity (normalized) is 0. (3) The peptide sequence is PADKYRTFVATFGAA. The MHC is DRB1_1001 with pseudo-sequence DRB1_1001. The binding affinity (normalized) is 0.800. (4) The peptide sequence is HKGIVIKSKKKGSTP. The MHC is DRB5_0101 with pseudo-sequence DRB5_0101. The binding affinity (normalized) is 0.735. (5) The peptide sequence is ISGSSARYDVALSEQ. The MHC is DRB1_0901 with pseudo-sequence DRB1_0901. The binding affinity (normalized) is 0.620.